From a dataset of Full USPTO retrosynthesis dataset with 1.9M reactions from patents (1976-2016). Predict the reactants needed to synthesize the given product. (1) Given the product [OH:8][CH2:9][CH2:10][CH2:11][O:12][C:13]([C:15]1[CH:16]=[C:17]2[C:25](=[C:26]([C:37]3[CH:45]=[CH:44][C:40]4[O:41][CH2:42][O:43][C:39]=4[CH:38]=3)[C:27]=1[CH3:28])[C:21]1[O:22][CH2:23][O:24][C:20]=1[CH:19]=[CH:18]2)=[O:14], predict the reactants needed to synthesize it. The reactants are: C([O:8][CH2:9][CH2:10][CH2:11][O:12][C:13]([C:15]1[CH:16]=[C:17]2[C:25](=[C:26]([C:37]3[CH:45]=[CH:44][C:40]4[O:41][CH2:42][O:43][C:39]=4[CH:38]=3)[C:27]=1[CH2:28]OCC1C=CC=CC=1)[C:21]1[O:22][CH2:23][O:24][C:20]=1[CH:19]=[CH:18]2)=[O:14])C1C=CC=CC=1.[H][H]. (2) Given the product [F:11][C:10]1[C:2]2[NH:1][C:13](=[O:16])[O:5][C:4](=[O:6])[C:3]=2[CH:7]=[CH:8][CH:9]=1, predict the reactants needed to synthesize it. The reactants are: [NH2:1][C:2]1[C:10]([F:11])=[CH:9][CH:8]=[CH:7][C:3]=1[C:4]([OH:6])=[O:5].Cl[C:13]([O:16]C(Cl)=O)(Cl)Cl. (3) Given the product [C:17]([NH:16][CH:12]([CH:13]([CH3:15])[CH3:14])[C:11]([CH:10]1[N:9]=[C:8]([C:21]([CH3:23])([CH3:24])[CH3:22])[S:7][N:6]1[C:4]([OH:5])=[O:3])=[O:20])(=[O:19])[CH3:18], predict the reactants needed to synthesize it. The reactants are: C([O:3][C:4]([N:6]1[CH:10]([C:11](=[O:20])[CH:12]([NH:16][C:17](=[O:19])[CH3:18])[CH:13]([CH3:15])[CH3:14])[N:9]=[C:8]([C:21]([CH3:24])([CH3:23])[CH3:22])[S:7]1)=[O:5])C.[OH-].[Na+]. (4) Given the product [CH2:1]([O:3][C:4]1[CH:5]=[C:6]([CH:7]=[O:8])[CH:9]=[C:10]([O:13][CH2:14][CH3:15])[C:11]=1[C:21]1[CH:22]=[CH:23][C:18]([C:17]([F:28])([F:27])[F:16])=[CH:19][CH:20]=1)[CH3:2], predict the reactants needed to synthesize it. The reactants are: [CH2:1]([O:3][C:4]1[CH:5]=[C:6]([CH:9]=[C:10]([O:13][CH2:14][CH3:15])[C:11]=1I)[CH:7]=[O:8])[CH3:2].[F:16][C:17]([F:28])([F:27])[C:18]1[CH:23]=[CH:22][C:21](B(O)O)=[CH:20][CH:19]=1. (5) Given the product [CH2:13]([O:12][N:5]1[C:6]2[C:11](=[CH:10][CH:9]=[CH:8][N:7]=2)[C:2]([NH:1][C:27](=[O:29])[CH3:28])=[CH:3][C:4]1=[O:20])[C:14]1[CH:15]=[CH:16][CH:17]=[CH:18][CH:19]=1, predict the reactants needed to synthesize it. The reactants are: [NH2:1][C:2]1[C:11]2[C:6](=[N:7][CH:8]=[CH:9][CH:10]=2)[N:5]([O:12][CH2:13][C:14]2[CH:19]=[CH:18][CH:17]=[CH:16][CH:15]=2)[C:4](=[O:20])[CH:3]=1.N1C=CC=CC=1.[C:27](Cl)(=[O:29])[CH3:28].